From a dataset of Full USPTO retrosynthesis dataset with 1.9M reactions from patents (1976-2016). Predict the reactants needed to synthesize the given product. (1) Given the product [CH3:28][N:29]1[CH2:34][CH2:33][N:32]([CH2:35][C:36]2[CH:37]=[CH:38][C:39]([NH:42][C:4]([C:6]3[C:7]4[N:8]=[CH:9][CH:10]=[N:11][C:12]=4[C:13]([C:16]4[C:17]([F:27])=[C:18]([O:25][CH3:26])[CH:19]=[C:20]([O:23][CH3:24])[C:21]=4[F:22])=[CH:14][CH:15]=3)=[O:3])=[N:40][CH:41]=2)[CH2:31][CH2:30]1, predict the reactants needed to synthesize it. The reactants are: C([O:3][C:4]([C:6]1[C:7]2[N:8]=[CH:9][CH:10]=[N:11][C:12]=2[C:13]([C:16]2[C:21]([F:22])=[C:20]([O:23][CH3:24])[CH:19]=[C:18]([O:25][CH3:26])[C:17]=2[F:27])=[CH:14][CH:15]=1)=O)C.[CH3:28][N:29]1[CH2:34][CH2:33][N:32]([CH2:35][C:36]2[CH:37]=[CH:38][C:39]([NH:42]C(C3C4N=CC=NC=4C(C4C(Cl)=C(OC)C=C(OC)C=4Cl)=CC=3)=O)=[N:40][CH:41]=2)[CH2:31][CH2:30]1. (2) Given the product [Cl:26][C:6]1[CH:5]=[C:4]([CH:25]=[CH:24][C:7]=1[C:8](=[O:9])[NH:10][C:11]1[CH:16]=[CH:15][C:14]([Cl:17])=[C:13]([C:18]2[CH:23]=[CH:22][CH:21]=[CH:20][N:19]=2)[CH:12]=1)[CH2:3][NH:2][C:33](=[O:34])[C:28]1[CH:29]=[CH:30][CH:31]=[CH:32][N:27]=1, predict the reactants needed to synthesize it. The reactants are: Cl.[NH2:2][CH2:3][C:4]1[CH:25]=[CH:24][C:7]([C:8]([NH:10][C:11]2[CH:16]=[CH:15][C:14]([Cl:17])=[C:13]([C:18]3[CH:23]=[CH:22][CH:21]=[CH:20][N:19]=3)[CH:12]=2)=[O:9])=[C:6]([Cl:26])[CH:5]=1.[N:27]1[CH:32]=[CH:31][CH:30]=[CH:29][C:28]=1[C:33](O)=[O:34]. (3) Given the product [F:1][C:2]1([F:20])[CH2:19][CH2:18][C:5]2([CH:7]([C:8]([OH:10])=[O:9])[CH2:6]2)[CH2:4][CH2:3]1, predict the reactants needed to synthesize it. The reactants are: [F:1][C:2]1([F:20])[CH2:19][CH2:18][C:5]2([CH:7]([C:8]([O:10]CC3C=CC=CN=3)=[O:9])[CH2:6]2)[CH2:4][CH2:3]1.[OH-].[Na+]. (4) Given the product [CH3:39][C:29]1[CH:34]=[CH:33][C:32]([S:35]([O:23][CH2:22][C:10]2([CH2:20][OH:21])[O:11][CH2:12][C@@H:13]([C:14]3[CH:15]=[CH:16][CH:17]=[CH:18][CH:19]=3)[N:8]([CH2:1][C:2]3[CH:3]=[CH:4][CH:5]=[CH:6][CH:7]=3)[CH2:9]2)(=[O:37])=[O:36])=[CH:31][CH:30]=1, predict the reactants needed to synthesize it. The reactants are: [CH2:1]([N:8]1[C@H:13]([C:14]2[CH:19]=[CH:18][CH:17]=[CH:16][CH:15]=2)[CH2:12][O:11][C:10]([CH2:22][OH:23])([CH2:20][OH:21])[CH2:9]1)[C:2]1[CH:7]=[CH:6][CH:5]=[CH:4][CH:3]=1.C([Li])CCC.[C:29]1([CH3:39])[CH:34]=[CH:33][C:32]([S:35](Cl)(=[O:37])=[O:36])=[CH:31][CH:30]=1. (5) Given the product [ClH:35].[C:1]1([C@@H:7]([NH:9][C:10]2[CH:11]=[C:12]([N:22]3[CH2:23][CH2:24][NH:25][CH2:26][CH2:27]3)[CH:13]=[CH:14][C:15]=2[C:16](=[O:21])[C:17]([F:20])([F:18])[F:19])[CH3:8])[CH:6]=[CH:5][CH:4]=[CH:3][CH:2]=1, predict the reactants needed to synthesize it. The reactants are: [C:1]1([CH:7]([NH:9][C:10]2[CH:11]=[C:12]([N:22]3[CH2:27][CH2:26][N:25](C(OC(C)(C)C)=O)[CH2:24][CH2:23]3)[CH:13]=[CH:14][C:15]=2[C:16](=[O:21])[C:17]([F:20])([F:19])[F:18])[CH3:8])[CH:6]=[CH:5][CH:4]=[CH:3][CH:2]=1.[ClH:35]. (6) Given the product [N:10]1([CH:19]([NH:1][C:2]2[CH:7]=[N:6][C:5]([O:8][CH3:9])=[CH:4][CH:3]=2)[CH2:20][CH3:21])[C:14]2[CH:15]=[CH:16][CH:17]=[CH:18][C:13]=2[N:12]=[N:11]1, predict the reactants needed to synthesize it. The reactants are: [NH2:1][C:2]1[CH:3]=[CH:4][C:5]([O:8][CH3:9])=[N:6][CH:7]=1.[NH:10]1[C:14]2[CH:15]=[CH:16][CH:17]=[CH:18][C:13]=2[N:12]=[N:11]1.[CH:19](=O)[CH2:20][CH3:21]. (7) Given the product [CH3:2][S:33]([C:14]1[N:15]=[CH:16][C:17]2[S:22][C:21]([C:23]([O:25][CH3:26])=[O:24])=[C:20]([C:27]3[CH:32]=[CH:31][CH:30]=[CH:29][CH:28]=3)[C:18]=2[N:19]=1)(=[O:37])=[O:35], predict the reactants needed to synthesize it. The reactants are: Cl[C:2]1C=C(C=CC=1)C(OO)=O.CS[C:14]1[N:15]=[CH:16][C:17]2[S:22][C:21]([C:23]([O:25][CH3:26])=[O:24])=[C:20]([C:27]3[CH:32]=[CH:31][CH:30]=[CH:29][CH:28]=3)[C:18]=2[N:19]=1.[S:33]([O-:37])([O-])(=[O:35])=S.[Na+].[Na+].